Dataset: TCR-epitope binding with 47,182 pairs between 192 epitopes and 23,139 TCRs. Task: Binary Classification. Given a T-cell receptor sequence (or CDR3 region) and an epitope sequence, predict whether binding occurs between them. (1) The epitope is NLWNTFTRL. The TCR CDR3 sequence is CASSLDGNYNEQFF. Result: 1 (the TCR binds to the epitope). (2) The epitope is MMISAGFSL. The TCR CDR3 sequence is CASSQDRGLSYEQYF. Result: 0 (the TCR does not bind to the epitope).